From a dataset of Forward reaction prediction with 1.9M reactions from USPTO patents (1976-2016). Predict the product of the given reaction. (1) Given the reactants C([O:8][C:9]1[CH:10]=[C:11]([C:17]2([C:20]([NH:22][C:23]3[CH:28]=[CH:27][CH:26]=[C:25]([C:29]4[CH:34]=[CH:33][C:32]([S:35]([N:38]5[CH2:42][CH2:41][CH2:40][C@@H:39]5[CH2:43][OH:44])(=[O:37])=[O:36])=[CH:31][CH:30]=4)[N:24]=3)=[O:21])[CH2:19][CH2:18]2)[CH:12]=[CH:13][C:14]=1[O:15][CH3:16])C1C=CC=CC=1.[H][H], predict the reaction product. The product is: [OH:8][C:9]1[CH:10]=[C:11]([C:17]2([C:20]([NH:22][C:23]3[CH:28]=[CH:27][CH:26]=[C:25]([C:29]4[CH:34]=[CH:33][C:32]([S:35]([N:38]5[CH2:42][CH2:41][CH2:40][C@@H:39]5[CH2:43][OH:44])(=[O:37])=[O:36])=[CH:31][CH:30]=4)[N:24]=3)=[O:21])[CH2:18][CH2:19]2)[CH:12]=[CH:13][C:14]=1[O:15][CH3:16]. (2) Given the reactants [ClH:1].[CH3:2][N:3]1[C:7]([CH3:8])=[C:6]([C:9]2[CH:18]=[CH:17][CH:16]=[C:15]3[C:10]=2[CH2:11][CH2:12][C@H:13]([NH2:19])[CH2:14]3)[C:5]([CH3:20])=[N:4]1, predict the reaction product. The product is: [ClH:1].[CH3:2][N:3]1[C:7]([CH3:8])=[C:6]([C:9]2[CH:18]=[CH:17][CH:16]=[C:15]3[C:10]=2[CH2:11][CH2:12][C@H:13]([NH2:19])[CH2:14]3)[C:5]([CH3:20])=[N:4]1. (3) Given the reactants [C:1]([NH:4][C:5]1[CH:15]=[CH:14][C:8]([C:9]([O:11][CH2:12][CH3:13])=[O:10])=[CH:7][C:6]=1[O:16][CH2:17][CH3:18])(=O)[CH3:2].ClC1C=CC=CN=1.S(OS(C(F)(F)F)(=O)=O)(C(F)(F)F)(=O)=O.[C:41]([O:43][CH2:44][CH3:45])#[CH:42], predict the reaction product. The product is: [CH2:41]([O:43][C:44]1[C:15]2[C:5](=[C:6]([O:16][CH2:17][CH3:18])[CH:7]=[C:8]([C:9]([O:11][CH2:12][CH3:13])=[O:10])[CH:14]=2)[N:4]=[C:1]([CH3:2])[CH:45]=1)[CH3:42]. (4) Given the reactants C[O:2][C:3](=[O:29])[CH2:4][C:5]1[C:9]([C:10]#[N:11])=[C:8]([N:12]([CH2:19][C:20]([O:22]CC)=[O:21])[CH2:13][C:14](=[O:18])[O:15]CC)[S:7][C:6]=1[C:25]([O:27]C)=[O:26].[O:30]1CCCC1.[OH-:35].[Li+].[Cl-].[Sr+2:38].[Cl-], predict the reaction product. The product is: [CH2:4]([C:3]([O-:29])=[O:2])[C:5]1[C:9]([C:10]#[N:11])=[C:8]([N:12]([CH2:19][C:20]([O-:22])=[O:21])[CH2:13][C:14]([O-:18])=[O:15])[S:7][C:6]=1[C:25]([O-:27])=[O:26].[OH2:30].[OH2:35].[OH2:2].[OH2:2].[OH2:2].[OH2:2].[OH2:2].[OH2:2].[Sr+2:38].[Sr+2:38]. (5) Given the reactants [OH:1][CH:2]1[C:11]2[C:6](=[CH:7][CH:8]=[C:9]([N:12]3[C:17](=[O:18])[C:16]([CH2:19][C:20]4[CH:25]=[CH:24][C:23]([C:26]5[C:27]([C:32]#[N:33])=[CH:28][CH:29]=[CH:30][CH:31]=5)=[CH:22][CH:21]=4)=[C:15]([CH2:34][CH2:35][CH3:36])[N:14]=[C:13]3[CH3:37])[CH:10]=2)[O:5][C:4]([CH3:39])([CH3:38])[CH2:3]1.[H-].[Na+].I[CH3:43].S([O-])(O)(=O)=O.[K+], predict the reaction product. The product is: [CH3:43][O:1][CH:2]1[C:11]2[C:6](=[CH:7][CH:8]=[C:9]([N:12]3[C:17](=[O:18])[C:16]([CH2:19][C:20]4[CH:25]=[CH:24][C:23]([C:26]5[C:27]([C:32]#[N:33])=[CH:28][CH:29]=[CH:30][CH:31]=5)=[CH:22][CH:21]=4)=[C:15]([CH2:34][CH2:35][CH3:36])[N:14]=[C:13]3[CH3:37])[CH:10]=2)[O:5][C:4]([CH3:38])([CH3:39])[CH2:3]1.